Dataset: Catalyst prediction with 721,799 reactions and 888 catalyst types from USPTO. Task: Predict which catalyst facilitates the given reaction. (1) Product: [Cl:1][C:2]1[CH:25]=[C:24]([Cl:26])[CH:23]=[CH:22][C:3]=1[O:4][C:5]1[C:10]([CH2:11][CH2:12][CH2:13][OH:14])=[CH:9][CH:8]=[C:7]([O:18][CH:19]([CH3:21])[CH3:20])[N:6]=1. Reactant: [Cl:1][C:2]1[CH:25]=[C:24]([Cl:26])[CH:23]=[CH:22][C:3]=1[O:4][C:5]1[C:10]([CH2:11][CH2:12][C:13](OCC)=[O:14])=[CH:9][CH:8]=[C:7]([O:18][CH:19]([CH3:21])[CH3:20])[N:6]=1.[H-].[Al+3].[Li+].[H-].[H-].[H-].O.O.O.O.O.O.O.O.O.O.S([O-])([O-])(=O)=O.[Na+].[Na+]. The catalyst class is: 7. (2) The catalyst class is: 7. Reactant: [C:1]([O:6][CH3:7])(=[O:5])[C@H:2]([CH3:4])[OH:3].Cl[C:9]1[N:14]=[CH:13][C:12]([C:15]([O:17][CH3:18])=[O:16])=[CH:11][C:10]=1[N+:19]([O-:21])=[O:20].N12CCCN=C1CCCCC2. Product: [CH3:7][O:6][C:1](=[O:5])[C@@H:2]([O:3][C:9]1[C:10]([N+:19]([O-:21])=[O:20])=[CH:11][C:12]([C:15]([O:17][CH3:18])=[O:16])=[CH:13][N:14]=1)[CH3:4]. (3) Reactant: [CH2:1]([NH:8][C:9]([C:11]1([C:23]2[CH:28]=[CH:27][CH:26]=[C:25]([O:29][CH3:30])[CH:24]=2)[CH2:16][CH2:15][N:14]([C:17]2[N:22]=[CH:21][CH:20]=[CH:19][N:18]=2)[CH2:13][CH2:12]1)=O)[C:2]1[CH:7]=[CH:6][CH:5]=[CH:4][CH:3]=1.COC1C=CC(P2(SP(C3C=CC(OC)=CC=3)(=S)S2)=[S:40])=CC=1. Product: [CH2:1]([NH:8][C:9]([C:11]1([C:23]2[CH:28]=[CH:27][CH:26]=[C:25]([O:29][CH3:30])[CH:24]=2)[CH2:16][CH2:15][N:14]([C:17]2[N:22]=[CH:21][CH:20]=[CH:19][N:18]=2)[CH2:13][CH2:12]1)=[S:40])[C:2]1[CH:7]=[CH:6][CH:5]=[CH:4][CH:3]=1. The catalyst class is: 11. (4) Reactant: [CH:1]1([C:6]([CH:8]2[CH2:13][N:12]([C:14]([O:16][C:17]([CH3:20])([CH3:19])[CH3:18])=[O:15])[C@@H:11]([CH3:21])[CH2:10][C:9]2=O)=O)[CH2:5][CH2:4][CH2:3][CH2:2]1.[NH2:23][NH2:24].O. Product: [CH:1]1([C:6]2[C:8]3[CH2:13][N:12]([C:14]([O:16][C:17]([CH3:20])([CH3:19])[CH3:18])=[O:15])[C@@H:11]([CH3:21])[CH2:10][C:9]=3[NH:24][N:23]=2)[CH2:5][CH2:4][CH2:3][CH2:2]1. The catalyst class is: 14. (5) Reactant: [CH3:1][O:2][C:3]1[CH:4]=[CH:5][C:6]2[NH:12][C:11](=[O:13])[N:10]([CH:14]3[CH2:19][CH2:18][NH:17][CH2:16][CH2:15]3)[CH2:9][CH2:8][C:7]=2[CH:20]=1.[CH2:21]([N:28]([CH2:38][C:39]([F:42])([F:41])[F:40])[C:29]([C:31]1[CH:36]=[C:35](Cl)[N:34]=[CH:33][N:32]=1)=[O:30])[C:22]1[CH:27]=[CH:26][CH:25]=[CH:24][CH:23]=1.CCN(C(C)C)C(C)C. Product: [CH2:21]([N:28]([CH2:38][C:39]([F:42])([F:41])[F:40])[C:29]([C:31]1[CH:36]=[C:35]([N:17]2[CH2:18][CH2:19][CH:14]([N:10]3[CH2:9][CH2:8][C:7]4[CH:20]=[C:3]([O:2][CH3:1])[CH:4]=[CH:5][C:6]=4[NH:12][C:11]3=[O:13])[CH2:15][CH2:16]2)[N:34]=[CH:33][N:32]=1)=[O:30])[C:22]1[CH:27]=[CH:26][CH:25]=[CH:24][CH:23]=1. The catalyst class is: 3. (6) Reactant: [CH2:1]([NH:3][C:4](=[O:41])[NH:5][C:6]1[N:11]=[CH:10][C:9]([C:12]2[CH:13]=[C:14]3[C:19](=[CH:20][CH:21]=2)[N:18]([C@@H:22]([CH3:25])[CH2:23][OH:24])[CH:17]=[C:16]([C:26]([O:28]CC)=[O:27])[C:15]3=[O:31])=[C:8]([C:32]2[S:33][CH:34]=[C:35]([C:37]([F:40])([F:39])[F:38])[N:36]=2)[CH:7]=1)[CH3:2].[OH-].[Li+].Cl. Product: [CH2:1]([NH:3][C:4](=[O:41])[NH:5][C:6]1[N:11]=[CH:10][C:9]([C:12]2[CH:13]=[C:14]3[C:19](=[CH:20][CH:21]=2)[N:18]([C@@H:22]([CH3:25])[CH2:23][OH:24])[CH:17]=[C:16]([C:26]([OH:28])=[O:27])[C:15]3=[O:31])=[C:8]([C:32]2[S:33][CH:34]=[C:35]([C:37]([F:39])([F:40])[F:38])[N:36]=2)[CH:7]=1)[CH3:2]. The catalyst class is: 193. (7) Reactant: [CH2:1]([N:9]1[C:17]([C:18]([O:20]C)=O)=[N:16][C:15]2[C:10]1=[N:11][CH:12]=[N:13][C:14]=2[NH2:22])[CH2:2][C:3]1[CH:8]=[CH:7][CH:6]=[CH:5][CH:4]=1.[OH-].[Na+].[NH2:25][CH2:26][P:27](=[O:34])([O:31][CH2:32][CH3:33])[O:28][CH2:29][CH3:30].CCN=C=NCCCN(C)C.Cl.C1C=CC2N(O)N=NC=2C=1. Product: [CH2:1]([N:9]1[C:17]([C:18]([NH:25][CH2:26][P:27]([O:31][CH2:32][CH3:33])([O:28][CH2:29][CH3:30])=[O:34])=[O:20])=[N:16][C:15]2[C:10]1=[N:11][CH:12]=[N:13][C:14]=2[NH2:22])[CH2:2][C:3]1[CH:4]=[CH:5][CH:6]=[CH:7][CH:8]=1. The catalyst class is: 87. (8) Reactant: [Br:1][C:2]1[CH:7]=[CH:6][C:5]([C:8]2[N:9]=[C:10]([C:21]3[N:26]=[CH:25][CH:24]=[CH:23][N:22]=3)N=N[C:13]=2[C:14]2[CH:19]=[CH:18][C:17]([Br:20])=[CH:16][CH:15]=2)=[CH:4][CH:3]=1.[C:27]1(C)C=CC(C)=C[CH:28]=1.C12CC(C=C1)C=C2. Product: [Br:20][C:17]1[CH:18]=[CH:19][C:14]([C:13]2[CH:27]=[CH:28][C:10]([C:21]3[N:26]=[CH:25][CH:24]=[CH:23][N:22]=3)=[N:9][C:8]=2[C:5]2[CH:6]=[CH:7][C:2]([Br:1])=[CH:3][CH:4]=2)=[CH:15][CH:16]=1. The catalyst class is: 6. (9) Reactant: [OH-].[Na+].C(O)C.[CH2:6]([O:13][C:14]1[CH:23]=[CH:22][C:21]([N:24]2[CH2:29][CH2:28][O:27][CH2:26][CH2:25]2)=[CH:20][C:15]=1[C:16]([O:18]C)=[O:17])[C:7]1[CH:12]=[CH:11][CH:10]=[CH:9][CH:8]=1.C(O)(=O)CC(CC(O)=O)(C(O)=O)O. Product: [CH2:6]([O:13][C:14]1[CH:23]=[CH:22][C:21]([N:24]2[CH2:29][CH2:28][O:27][CH2:26][CH2:25]2)=[CH:20][C:15]=1[C:16]([OH:18])=[O:17])[C:7]1[CH:12]=[CH:11][CH:10]=[CH:9][CH:8]=1. The catalyst class is: 13. (10) Reactant: Br[C:2]1[S:6][C:5]2[CH2:7][CH2:8][CH2:9][CH2:10][C:4]=2[C:3]=1[C:11]([NH:13][C:14]1[CH:19]=[CH:18][C:17]([CH3:20])=[CH:16][C:15]=1[SH:21])=[O:12].C(=O)([O-])[O-].[K+].[K+]. Product: [CH3:20][C:17]1[CH:18]=[CH:19][C:14]2[NH:13][C:11](=[O:12])[C:3]3[C:4]4[CH2:10][CH2:9][CH2:8][CH2:7][C:5]=4[S:6][C:2]=3[S:21][C:15]=2[CH:16]=1. The catalyst class is: 16.